Dataset: Drug-target binding data from BindingDB using Ki measurements. Task: Regression. Given a target protein amino acid sequence and a drug SMILES string, predict the binding affinity score between them. We predict pKi (pKi = -log10(Ki in M); higher means stronger inhibition). Dataset: bindingdb_ki. (1) The drug is CN1CCC(c2ccc(Cl)cc2)[C@H](C(=O)O)C1. The target is MLLARMKPQVQPELGGADQ. The pKi is 7.0. (2) The drug is N[C@@]1(C(=O)O)CC[C@@H](C(=O)O)C1. The target protein (Q14831) has sequence MVQLRKLLRVLTLMKFPCCVLEVLLCALAAAARGQEMYAPHSIRIEGDVTLGGLFPVHAKGPSGVPCGDIKRENGIHRLEAMLYALDQINSDPNLLPNVTLGARILDTCSRDTYALEQSLTFVQALIQKDTSDVRCTNGEPPVFVKPEKVVGVIGASGSSVSIMVANILRLFQIPQISYASTAPELSDDRRYDFFSRVVPPDSFQAQAMVDIVKALGWNYVSTLASEGSYGEKGVESFTQISKEAGGLCIAQSVRIPQERKDRTIDFDRIIKQLLDTPNSRAVVIFANDEDIKQILAAAKRADQVGHFLWVGSDSWGSKINPLHQHEDIAEGAITIQPKRATVEGFDAYFTSRTLENNRRNVWFAEYWEENFNCKLTISGSKKEDTDRKCTGQERIGKDSNYEQEGKVQFVIDAVYAMAHALHHMNKDLCADYRGVCPEMEQAGGKKLLKYIRNVNFNGSAGTPVMFNKNGDAPGRYDIFQYQTTNTSNPGYRLIGQWTD.... The pKi is 3.0. (3) The compound is CC(C)CCC(=O)NC(=O)[C@H](C)NC(=O)CCC(O)[C@@H](CC(C)C)NC(=O)[C@H](NC(=O)CC(C)C)C(C)C. The target protein (P00791) has sequence MKWLLLLSLVVLSECLVKVPLVRKKSLRQNLIKNGKLKDFLKTHKHNPASKYFPEAAALIGDEPLENYLDTEYFGTIGIGTPAQDFTVIFDTGSSNLWVPSVYCSSLACSDHNQFNPDDSSTFEATSQELSITYGTGSMTGILGYDTVQVGGISDTNQIFGLSETEPGSFLYYAPFDGILGLAYPSISASGATPVFDNLWDQGLVSQDLFSVYLSSNDDSGSVVLLGGIDSSYYTGSLNWVPVSVEGYWQITLDSITMDGETIACSGGCQAIVDTGTSLLTGPTSAIANIQSDIGASENSDGEMVISCSSIDSLPDIVFTINGVQYPLSPSAYILQDDDSCTSGFEGMDVPTSSGELWILGDVFIRQYYTVFDRANNKVGLAPVA. The pKi is 7.3.